Task: Predict the reactants needed to synthesize the given product.. Dataset: Full USPTO retrosynthesis dataset with 1.9M reactions from patents (1976-2016) (1) Given the product [NH2:23][C:5]1[CH:4]=[C:3]([C:26]([F:28])([F:29])[F:27])[C:2]([Br:1])=[CH:7][C:6]=1[NH:8][CH:9]1[CH2:10][CH2:11][N:12]([C@H:15]2[CH2:20][CH2:19][C@H:18]([O:21][CH3:22])[CH2:17][CH2:16]2)[CH2:13][CH2:14]1, predict the reactants needed to synthesize it. The reactants are: [Br:1][C:2]1[C:3]([C:26]([F:29])([F:28])[F:27])=[CH:4][C:5]([N+:23]([O-])=O)=[C:6]([NH:8][CH:9]2[CH2:14][CH2:13][N:12]([C@H:15]3[CH2:20][CH2:19][C@H:18]([O:21][CH3:22])[CH2:17][CH2:16]3)[CH2:11][CH2:10]2)[CH:7]=1.O.NN. (2) Given the product [Cl:38][C:39]1[CH:47]=[CH:46][C:42]([C:43]([O:22][C@H:14]2[CH2:15][CH2:16][C@@:17]3([CH3:18])[C:12](=[CH:11][CH2:10][C@@H:9]4[C@@H:19]3[CH2:20][CH2:21][C@@:4]3([CH3:5])[C@H:6]4[CH2:7][CH2:8][C:3]3=[N:1][OH:2])[CH2:13]2)=[O:44])=[CH:41][CH:40]=1, predict the reactants needed to synthesize it. The reactants are: [N:1](=[C:3]1[CH2:8][CH2:7][C@H:6]2[C@H:9]3[C@H:19]([CH2:20][CH2:21][C@:4]12[CH3:5])[C@:17]1([CH3:18])[C:12]([CH2:13][C@@H:14]([OH:22])[CH2:15][CH2:16]1)=[CH:11][CH2:10]3)[OH:2].C1(N=C=NC2CCCCC2)CCCCC1.[Cl:38][C:39]1[CH:47]=[CH:46][C:42]([C:43](O)=[O:44])=[CH:41][CH:40]=1.